Task: Regression/Classification. Given a drug SMILES string, predict its absorption, distribution, metabolism, or excretion properties. Task type varies by dataset: regression for continuous measurements (e.g., permeability, clearance, half-life) or binary classification for categorical outcomes (e.g., BBB penetration, CYP inhibition). Dataset: cyp1a2_veith.. Dataset: CYP1A2 inhibition data for predicting drug metabolism from PubChem BioAssay (1) The drug is O=S(=O)(c1ccccc1)N1CCN(S(=O)(=O)c2ccccc2)c2ccccc21. The result is 0 (non-inhibitor). (2) The compound is CN(C)c1ccc(-c2cncnc2NCc2ccccc2)cc1. The result is 1 (inhibitor). (3) The molecule is CCCCn1nc2cc(C(=O)NCCCCc3ccccc3)ccc2c1OCC. The result is 0 (non-inhibitor). (4) The compound is COc1ccccc1CCn1c(=O)c(-c2ccc(F)cc2)nc2cncnc21. The result is 1 (inhibitor).